Dataset: Experimentally validated miRNA-target interactions with 360,000+ pairs, plus equal number of negative samples. Task: Binary Classification. Given a miRNA mature sequence and a target amino acid sequence, predict their likelihood of interaction. (1) The protein sequence of the target gene is MLTAVCGSLGSQHTDAPHASPPRLDLQPLQTYQGHTSPEAGDYPSPLQPGELQSLPLGPEVDFSQGYELPGASSRVTCEDLESDSPLAPGPFSKLLQPDMSHHYESWFRPTHPGTEDGSWWDLHPGTSWMDLPHTQGALTSPGHPGALQPALGGYVGDHQLCAPPPHPHPHHLLPAAGGQHLLGPPDGAKALEAAAQESQGLDSSLDAASRPKGSRRSVPRSSGQTVCRCPNCLEAERLGAPCGPDGGKKKHLHNCHIPGCGKAYAKTSHLKAHLRWHSGDRPFVCNWLFCGKRFTRSDE.... The miRNA is hsa-miR-6876-5p with sequence CAGGAAGGAGACAGGCAGUUCA. Result: 0 (no interaction). (2) The miRNA is mmu-miR-374b-5p with sequence AUAUAAUACAACCUGCUAAGUG. The protein sequence of the target gene is MHKHQHCCKCPECYEVTRLAALRRLEPPGYGDWQVPDPYGPSGGNGASSGYGGYSSQTLPSQAGATPTPRTKAKLIPTGRDVGPVPPKPVPGKSTPKLNGSGPGWWPECTCTNRDWYEQASPAPLLVNPEALEPSLSVNGSDGMFKYEEIVLERGNSGLGFSIAGGIDNPHVPDDPGIFITKIIPGGAAAMDGRLGVNDCVLRVNEVDVSEVVHSRAVEALKEAGPVVRLVVRRRQPPPETIMEVNLLKGPKGLGFSIAGGIGNQHIPGDNSIYITKIIEGGAAQKDGRLQIGDRLLAVN.... Result: 0 (no interaction).